From a dataset of Forward reaction prediction with 1.9M reactions from USPTO patents (1976-2016). Predict the product of the given reaction. (1) Given the reactants [CH2:1]([O:3][C:4](=[O:17])[CH:5]=[CH:6][C:7]1[CH:16]=[CH:15][C:14]2[CH2:13][CH2:12][CH2:11][NH:10][C:9]=2[N:8]=1)[CH3:2].[H][H], predict the reaction product. The product is: [CH2:1]([O:3][C:4](=[O:17])[CH2:5][CH2:6][C:7]1[CH:16]=[CH:15][C:14]2[CH2:13][CH2:12][CH2:11][NH:10][C:9]=2[N:8]=1)[CH3:2]. (2) Given the reactants [N+:1]([C:4]1[CH:9]=[CH:8][C:7]([CH:10]([OH:12])[CH3:11])=[CH:6][CH:5]=1)([O-:3])=[O:2].[H-].[Na+].I[CH3:16], predict the reaction product. The product is: [CH3:16][O:12][CH:10]([C:7]1[CH:6]=[CH:5][C:4]([N+:1]([O-:3])=[O:2])=[CH:9][CH:8]=1)[CH3:11]. (3) Given the reactants [CH:1]1([C:7]2([CH3:14])[C:11](=[O:12])[NH:10][N:9]=[C:8]2[CH3:13])[CH2:6][CH2:5][CH2:4][CH2:3][CH2:2]1.Cl[CH2:16][C:17]([C:19]1[CH:23]=[CH:22][NH:21][CH:20]=1)=[O:18], predict the reaction product. The product is: [CH:1]1([C:7]2([CH3:14])[C:11](=[O:12])[N:10]([CH2:16][C:17](=[O:18])[C:19]3[CH:23]=[CH:22][NH:21][CH:20]=3)[N:9]=[C:8]2[CH3:13])[CH2:2][CH2:3][CH2:4][CH2:5][CH2:6]1.